This data is from Peptide-MHC class I binding affinity with 185,985 pairs from IEDB/IMGT. The task is: Regression. Given a peptide amino acid sequence and an MHC pseudo amino acid sequence, predict their binding affinity value. This is MHC class I binding data. (1) The peptide sequence is AMPKTIYEL. The MHC is HLA-A02:01 with pseudo-sequence HLA-A02:01. The binding affinity (normalized) is 0.664. (2) The peptide sequence is GSVNVVYTF. The MHC is HLA-A68:01 with pseudo-sequence HLA-A68:01. The binding affinity (normalized) is 0.176. (3) The peptide sequence is LNASWFNSFL. The MHC is HLA-A02:02 with pseudo-sequence HLA-A02:02. The binding affinity (normalized) is 0.523. (4) The peptide sequence is LSKWHTSAR. The MHC is HLA-A11:01 with pseudo-sequence HLA-A11:01. The binding affinity (normalized) is 0.248. (5) The peptide sequence is RVFNGDDVK. The MHC is HLA-B44:02 with pseudo-sequence HLA-B44:02. The binding affinity (normalized) is 0.0847. (6) The peptide sequence is DVAASSLLY. The MHC is HLA-A31:01 with pseudo-sequence HLA-A31:01. The binding affinity (normalized) is 0.201. (7) The peptide sequence is FMYEGDTPL. The MHC is HLA-C06:02 with pseudo-sequence HLA-C06:02. The binding affinity (normalized) is 0.0847.